From a dataset of CYP2C9 inhibition data for predicting drug metabolism from PubChem BioAssay. Regression/Classification. Given a drug SMILES string, predict its absorption, distribution, metabolism, or excretion properties. Task type varies by dataset: regression for continuous measurements (e.g., permeability, clearance, half-life) or binary classification for categorical outcomes (e.g., BBB penetration, CYP inhibition). Dataset: cyp2c9_veith. The compound is C[C@H](Br)C(=O)N[C@H](CO)C(=O)O. The result is 0 (non-inhibitor).